The task is: Predict which catalyst facilitates the given reaction.. This data is from Catalyst prediction with 721,799 reactions and 888 catalyst types from USPTO. The catalyst class is: 11. Product: [Br:1][C:2]1[C:3]([N:9]2[C:15]([CH3:16])=[CH:14][CH:10]=[C:11]2[CH3:13])=[N:4][CH:5]=[C:6]([Br:8])[N:7]=1. Reactant: [Br:1][C:2]1[C:3]([NH2:9])=[N:4][CH:5]=[C:6]([Br:8])[N:7]=1.[CH2:10]([CH2:14][C:15](=O)[CH3:16])[C:11]([CH3:13])=O.C1(C)C=CC(S(O)(=O)=O)=CC=1.